From a dataset of Full USPTO retrosynthesis dataset with 1.9M reactions from patents (1976-2016). Predict the reactants needed to synthesize the given product. (1) Given the product [C:5]([O:4][CH:1]([CH2:18][CH2:17][CH2:16][O:15][CH2:8][C:9]1[CH:14]=[CH:13][CH:12]=[CH:11][CH:10]=1)[CH3:2])(=[O:7])[CH3:6], predict the reactants needed to synthesize it. The reactants are: [C:1]([O:4][C:5](=[O:7])[CH3:6])(=O)[CH3:2].[CH2:8]([O:15][CH2:16][CH2:17][CH2:18]C(O)C)[C:9]1[CH:14]=[CH:13][CH:12]=[CH:11][CH:10]=1.CO. (2) Given the product [CH3:20][O:21][C:22]1[CH:30]=[CH:29][C:25]([C:26]([N:9]([C:6]2[CH:5]=[CH:4][C:3]([O:2][CH3:1])=[CH:8][CH:7]=2)[NH:10][C:11]([NH2:13])=[O:12])=[O:27])=[CH:24][CH:23]=1, predict the reactants needed to synthesize it. The reactants are: [CH3:1][O:2][C:3]1[CH:8]=[CH:7][C:6]([NH:9][NH:10][C:11]([NH2:13])=[O:12])=[CH:5][CH:4]=1.N1C=CC=CC=1.[CH3:20][O:21][C:22]1[CH:30]=[CH:29][C:25]([C:26](Cl)=[O:27])=[CH:24][CH:23]=1.C(OCC)(=O)C.O1CCCC1. (3) Given the product [F:22][C:19]1[CH:20]=[CH:21][C:16]([C:3]2[C:2]([N:32]3[CH2:37][CH2:36][NH:35][CH2:34][CH2:33]3)=[N:11][C:10]3[C:5](=[CH:6][CH:7]=[C:8]([C:12]([O:14][CH3:15])=[O:13])[CH:9]=3)[N:4]=2)=[CH:17][CH:18]=1, predict the reactants needed to synthesize it. The reactants are: Cl[C:2]1[C:3]([C:16]2[CH:21]=[CH:20][C:19]([F:22])=[CH:18][CH:17]=2)=[N:4][C:5]2[C:10]([N:11]=1)=[CH:9][C:8]([C:12]([O:14][CH3:15])=[O:13])=[CH:7][CH:6]=2.CCN(C(C)C)C(C)C.[NH:32]1[CH2:37][CH2:36][NH:35][CH2:34][CH2:33]1. (4) Given the product [Br:31][C:32]1[CH:39]=[CH:38][C:35]([CH2:36][O:27][CH2:26][CH2:25][O:24][CH2:23][CH2:22][CH2:21][CH2:20][CH2:19][CH2:18][N:14]2[CH2:13][C@@H:12]([C:10]3[CH:9]=[CH:8][C:6]4[O:7][C:2]([CH3:28])([CH3:1])[O:3][CH2:4][C:5]=4[CH:11]=3)[O:16][C:15]2=[O:17])=[CH:34][CH:33]=1, predict the reactants needed to synthesize it. The reactants are: [CH3:1][C:2]1([CH3:28])[O:7][C:6]2[CH:8]=[CH:9][C:10]([C@H:12]3[O:16][C:15](=[O:17])[N:14]([CH2:18][CH2:19][CH2:20][CH2:21][CH2:22][CH2:23][O:24][CH2:25][CH2:26][OH:27])[CH2:13]3)=[CH:11][C:5]=2[CH2:4][O:3]1.[H-].[Na+].[Br:31][C:32]1[CH:39]=[CH:38][C:35]([CH2:36]Br)=[CH:34][CH:33]=1.P([O-])([O-])([O-])=O.